Task: Predict the reaction yield, written as a fraction of the theoretical maximum amount of product (1.0 means a 100% yield; for example, 0.34 means a 34% yield).. Dataset: Reaction yield outcomes from USPTO patents with 853,638 reactions (1) The reactants are [Cl:1][C:2]1[CH:7]=[CH:6][C:5]([Mg]Br)=[CH:4][C:3]=1[F:10].[C:11]([O:15][C:16]([N:18]1[CH2:23][CH2:22][C:21](=[O:24])[CH2:20][CH2:19]1)=[O:17])([CH3:14])([CH3:13])[CH3:12].[Cl-].[NH4+]. No catalyst specified. The product is [C:11]([O:15][C:16]([N:18]1[CH2:23][CH2:22][C:21]([C:5]2[CH:6]=[CH:7][C:2]([Cl:1])=[C:3]([F:10])[CH:4]=2)([OH:24])[CH2:20][CH2:19]1)=[O:17])([CH3:14])([CH3:12])[CH3:13]. The yield is 0.300. (2) The reactants are [Cl:1][C:2]1[CH:27]=[CH:26][C:5]2[N:6]([C:9]3[S:13][C:12]([C:14](O)=[O:15])=[C:11]([O:17][CH2:18][C:19]4[CH:24]=[CH:23][CH:22]=[CH:21][C:20]=4[CH3:25])[CH:10]=3)[CH:7]=[N:8][C:4]=2[CH:3]=1.Cl.[CH3:29][NH:30][O:31][CH3:32].C(N(CC)CC)C.Cl.CN(C)CCCN=C=NCC. The catalyst is CN(C)C1C=CN=CC=1.ClCCl.O.C(OCC)(=O)C. The product is [Cl:1][C:2]1[CH:27]=[CH:26][C:5]2[N:6]([C:9]3[S:13][C:12]([C:14]([N:30]([O:31][CH3:32])[CH3:29])=[O:15])=[C:11]([O:17][CH2:18][C:19]4[CH:24]=[CH:23][CH:22]=[CH:21][C:20]=4[CH3:25])[CH:10]=3)[CH:7]=[N:8][C:4]=2[CH:3]=1. The yield is 0.700. (3) The reactants are [OH:1][C:2]1[CH:7]=[CH:6][CH:5]=[CH:4][C:3]=1[C:8]([F:11])([F:10])[F:9].[Br:12]Br.S([O-])([O-])(=O)=S.[Na+].[Na+]. The catalyst is C(Cl)(Cl)Cl. The product is [Br:12][C:5]1[CH:6]=[CH:7][C:2]([OH:1])=[C:3]([C:8]([F:9])([F:10])[F:11])[CH:4]=1. The yield is 0.650. (4) The reactants are CN(C(ON1N=NC2C=CC=NC1=2)=[N+](C)C)C.F[P-](F)(F)(F)(F)F.[NH2:25][C:26]1[CH:34]=[C:33]([CH3:35])[CH:32]=[CH:31][C:27]=1[C:28]([OH:30])=O.Cl.[CH:37]1([C@H:43]([NH:48]C)[C:44]([O:46][CH3:47])=[O:45])[CH2:42][CH2:41][CH2:40][CH2:39][CH2:38]1.C(N(C(C)C)CC)(C)C. The catalyst is CN(C=O)C.C(OCC)(=O)C.CCCCCC.C(OCC)(=O)C. The product is [NH2:25][C:26]1[CH:34]=[C:33]([CH3:35])[CH:32]=[CH:31][C:27]=1[C:28]([NH:48][C@@H:43]([CH:37]1[CH2:42][CH2:41][CH2:40][CH2:39][CH2:38]1)[C:44]([O:46][CH3:47])=[O:45])=[O:30]. The yield is 0.450. (5) The reactants are [CH3:1][C:2]([Si:5]([CH3:12])([CH3:11])[O:6][CH:7]1[CH2:10][NH:9][CH2:8]1)([CH3:4])[CH3:3].C(N(CC)C(C)C)(C)C.[CH3:22][C:23]([O:26][C:27]([N:29]1C(C2C=CC(C#N)=CC=2)O1)=[O:28])([CH3:25])[CH3:24]. The catalyst is ClCCl. The product is [C:23]([O:26][C:27](=[O:28])[NH:29][N:9]1[CH2:10][CH:7]([O:6][Si:5]([C:2]([CH3:1])([CH3:3])[CH3:4])([CH3:12])[CH3:11])[CH2:8]1)([CH3:25])([CH3:24])[CH3:22]. The yield is 0.670. (6) The reactants are C1(O)C=CC=CC=1.FC(F)(F)S(OC[P:15]([O:25][CH2:26][C:27]1[CH:32]=[CH:31][CH:30]=[CH:29][CH:28]=1)(=[O:24])[O:16][CH2:17][C:18]1[CH:23]=[CH:22][CH:21]=[CH:20][CH:19]=1)(=O)=O.C([O-])([O-])=O.[Cs+].[Cs+]. The catalyst is CC#N. The product is [PH:15](=[O:24])([O:25][CH2:26][C:27]1[CH:32]=[CH:31][CH:30]=[CH:29][CH:28]=1)[O:16][CH2:17][C:18]1[CH:23]=[CH:22][CH:21]=[CH:20][CH:19]=1. The yield is 0.880. (7) The reactants are [Cl:1][C:2]1[CH:3]=[C:4]([CH:7]=[C:8]([OH:11])[C:9]=1[OH:10])[CH:5]=[O:6].[CH2:12](O)[CH2:13][CH2:14][CH3:15].C1(P(C2C=CC=CC=2)C2C=CC=CC=2)C=CC=CC=1.CCOC(/N=N/C(OCC)=O)=O. The catalyst is C1COCC1. The product is [CH2:12]([O:10][C:9]1[C:8]([OH:11])=[CH:7][C:4]([CH:5]=[O:6])=[CH:3][C:2]=1[Cl:1])[CH2:13][CH2:14][CH3:15]. The yield is 0.680.